Dataset: Reaction yield outcomes from USPTO patents with 853,638 reactions. Task: Predict the reaction yield, written as a fraction of the theoretical maximum amount of product (1.0 means a 100% yield; for example, 0.34 means a 34% yield). (1) The reactants are Cl.N1C[CH2:6][C:5](=[C:8]2[CH:24]=[CH:23][CH:22]=[C:10]([O:11][C:12]3[CH:17]=[CH:16][C:15]([C:18]([F:21])([F:20])[F:19])=[CH:14][N:13]=3)[CH:9]2C)CC1.[Cl:26][C:27]1[N:32]=[C:31]([NH:33]C(=O)OC2C=CC=CC=2)[CH:30]=[N:29][CH:28]=1.[CH:43]([N:46]([CH:49]([CH3:51])C)[CH2:47][CH3:48])(C)C.CS(C)=[O:54]. No catalyst specified. The product is [Cl:26][C:27]1[N:32]=[C:31]([NH:33][C:43]([N:46]2[CH2:47][CH2:48][C:6](=[CH:5][C:8]3[CH:24]=[CH:23][CH:22]=[C:10]([O:11][C:12]4[CH:17]=[CH:16][C:15]([C:18]([F:19])([F:20])[F:21])=[CH:14][N:13]=4)[CH:9]=3)[CH2:51][CH2:49]2)=[O:54])[CH:30]=[N:29][CH:28]=1. The yield is 0.360. (2) The reactants are Br[C:2]1[CH:25]=[CH:24][C:5]([O:6][C:7]2[C:8]3[CH:22]=[CH:21][C:20]([OH:23])=[CH:19][C:9]=3[S:10][C:11]=2[C:12]2[CH:17]=[CH:16][C:15]([OH:18])=[CH:14][CH:13]=2)=[CH:4][CH:3]=1.C(N(CC)CC)C.[CH:33]([C:35]1[N:36]=[CH:37][N:38](C(OC(C)(C)C)=O)[CH:39]=1)=[CH2:34]. The catalyst is CN(C=O)C.Cl[Pd](Cl)([P](C1C=CC=CC=1)(C1C=CC=CC=1)C1C=CC=CC=1)[P](C1C=CC=CC=1)(C1C=CC=CC=1)C1C=CC=CC=1. The product is [NH:38]1[CH:39]=[C:35](/[CH:33]=[CH:34]/[C:2]2[CH:25]=[CH:24][C:5]([O:6][C:7]3[C:8]4[CH:22]=[CH:21][C:20]([OH:23])=[CH:19][C:9]=4[S:10][C:11]=3[C:12]3[CH:17]=[CH:16][C:15]([OH:18])=[CH:14][CH:13]=3)=[CH:4][CH:3]=2)[N:36]=[CH:37]1. The yield is 0.150. (3) The yield is 0.850. The reactants are Br[C:2]1[CH:3]=[CH:4][C:5]([F:19])=[C:6]([C:8]2[N:13]=[C:12]([C:14]([O:16][CH2:17][CH3:18])=[O:15])[CH:11]=[CH:10][CH:9]=2)[CH:7]=1.[C:20]([C@:22]1([OH:29])[CH2:26][CH2:25][N:24]([CH3:27])[C:23]1=[O:28])#[CH:21]. The product is [F:19][C:5]1[CH:4]=[CH:3][C:2]([C:21]#[C:20][C@:22]2([OH:29])[CH2:26][CH2:25][N:24]([CH3:27])[C:23]2=[O:28])=[CH:7][C:6]=1[C:8]1[N:13]=[C:12]([C:14]([O:16][CH2:17][CH3:18])=[O:15])[CH:11]=[CH:10][CH:9]=1. No catalyst specified.